This data is from Catalyst prediction with 721,799 reactions and 888 catalyst types from USPTO. The task is: Predict which catalyst facilitates the given reaction. Reactant: [O:1]=[C:2]1[C:7]([CH2:8][C:9]2[CH:14]=[CH:13][C:12]([C:15]3[C:16]([C:21]#[N:22])=[CH:17][CH:18]=[CH:19][CH:20]=3)=[CH:11][CH:10]=2)=[C:6]([CH2:23][CH2:24][CH3:25])[N:5]2[N:26]=[CH:27][N:28]=[C:4]2[N:3]1[CH:29]1[CH2:34][CH2:33][CH:32]([O:35][CH2:36][CH:37]=[CH2:38])[CH2:31][CH2:30]1.ClC1C=CC=C(C(OO)=[O:47])C=1.C(=O)([O-])O.[Na+].S([O-])([O-])(=O)=S.[Na+].[Na+]. Product: [O:47]1[CH2:38][CH:37]1[CH2:36][O:35][C@H:32]1[CH2:31][CH2:30][C@H:29]([N:3]2[C:2](=[O:1])[C:7]([CH2:8][C:9]3[CH:10]=[CH:11][C:12]([C:15]4[C:16]([C:21]#[N:22])=[CH:17][CH:18]=[CH:19][CH:20]=4)=[CH:13][CH:14]=3)=[C:6]([CH2:23][CH2:24][CH3:25])[N:5]3[N:26]=[CH:27][N:28]=[C:4]23)[CH2:34][CH2:33]1. The catalyst class is: 10.